From a dataset of Forward reaction prediction with 1.9M reactions from USPTO patents (1976-2016). Predict the product of the given reaction. Given the reactants [OH:1][CH2:2][CH2:3][CH:4]([NH:14][C:15](=[O:21])[O:16][C:17]([CH3:20])([CH3:19])[CH3:18])[C:5]1[CH:10]=[CH:9][CH:8]=[C:7]([N+:11]([O-:13])=[O:12])[CH:6]=1.C(N(CC)CC)C.[CH3:29][C:30]1[CH:35]=[CH:34][C:33]([S:36](Cl)(=[O:38])=[O:37])=[CH:32][CH:31]=1, predict the reaction product. The product is: [CH3:29][C:30]1[CH:35]=[CH:34][C:33]([S:36]([O:1][CH2:2][CH2:3][CH:4]([NH:14][C:15]([O:16][C:17]([CH3:18])([CH3:20])[CH3:19])=[O:21])[C:5]2[CH:10]=[CH:9][CH:8]=[C:7]([N+:11]([O-:13])=[O:12])[CH:6]=2)(=[O:38])=[O:37])=[CH:32][CH:31]=1.